Dataset: Forward reaction prediction with 1.9M reactions from USPTO patents (1976-2016). Task: Predict the product of the given reaction. (1) The product is: [Na+:8].[Na+:8].[NH2:10][C:11]1[C:24]2[C:23](=[O:25])[C:22]3[C:17](=[CH:18][CH:19]=[CH:20][CH:21]=3)[C:16](=[O:26])[C:15]=2[C:14]([NH:27][C:28]2[CH:33]=[CH:32][C:31]([NH:34][C:2]3[N:7]=[CH:6][CH:5]=[CH:4][N:3]=3)=[C:30]([S:35]([O-:38])(=[O:37])=[O:36])[CH:29]=2)=[CH:13][C:12]=1[S:39]([OH:42])(=[O:41])=[O:40].[NH2:43][C:44]1[C:57]2[C:56](=[O:58])[C:55]3[C:50](=[CH:51][CH:52]=[CH:53][CH:54]=3)[C:49](=[O:59])[C:48]=2[C:47]([NH:60][C:61]2[CH:66]=[CH:65][C:64]([NH:67][C:2]3[N:7]=[CH:6][CH:5]=[CH:4][N:3]=3)=[C:63]([S:68]([O-:71])(=[O:70])=[O:69])[CH:62]=2)=[CH:46][C:45]=1[S:72]([OH:75])(=[O:74])=[O:73]. Given the reactants Br[C:2]1[N:7]=[CH:6][CH:5]=[CH:4][N:3]=1.[Na+:8].[Na+].[NH2:10][C:11]1[C:24]2[C:23](=[O:25])[C:22]3[C:17](=[CH:18][CH:19]=[CH:20][CH:21]=3)[C:16](=[O:26])[C:15]=2[C:14]([NH:27][C:28]2[CH:33]=[CH:32][C:31]([NH2:34])=[C:30]([S:35]([OH:38])(=[O:37])=[O:36])[CH:29]=2)=[CH:13][C:12]=1[S:39]([O-:42])(=[O:41])=[O:40].[NH2:43][C:44]1[C:57]2[C:56](=[O:58])[C:55]3[C:50](=[CH:51][CH:52]=[CH:53][CH:54]=3)[C:49](=[O:59])[C:48]=2[C:47]([NH:60][C:61]2[CH:66]=[CH:65][C:64]([NH2:67])=[C:63]([S:68]([OH:71])(=[O:70])=[O:69])[CH:62]=2)=[CH:46][C:45]=1[S:72]([O-:75])(=[O:74])=[O:73], predict the reaction product. (2) The product is: [CH:23]([N:11]1[CH2:12][CH2:13][C:9]([C:4]2[CH:5]=[CH:6][C:7]([F:8])=[C:2]([F:1])[CH:3]=2)([O:14][CH3:15])[CH2:10]1)([CH2:25][CH3:26])[CH3:24]. Given the reactants [F:1][C:2]1[CH:3]=[C:4]([C:9]2([O:14][CH3:15])[CH2:13][CH2:12][NH:11][CH2:10]2)[CH:5]=[CH:6][C:7]=1[F:8].C(=O)([O-])[O-].[K+].[K+].I[CH:23]([CH2:25][CH3:26])[CH3:24], predict the reaction product. (3) Given the reactants [O:1]=[C:2]1[NH:7][C@H:6]([C:8]([OH:10])=[O:9])[CH2:5][CH2:4][CH2:3]1.S(Cl)(Cl)=O.[CH3:15]O, predict the reaction product. The product is: [O:1]=[C:2]1[NH:7][C@H:6]([C:8]([O:10][CH3:15])=[O:9])[CH2:5][CH2:4][CH2:3]1. (4) Given the reactants BrP(Br)(C1C=CC=CC=1)(C1C=CC=CC=1)[C:3]1[CH:8]=CC=C[CH:4]=1.C[Si](C)(C)C#CC(O)=O.[NH2:31][C:32]1[C:33]([C:50]([NH:52][NH2:53])=[O:51])=[N:34][C:35]([C:38]2[CH:43]=[CH:42][C:41]([S:44]([CH:47]([CH3:49])[CH3:48])(=[O:46])=[O:45])=[CH:40][CH:39]=2)=[CH:36][N:37]=1.CCN(C(C)C)C(C)C.C(=O)([O-])[O-].[K+].[K+], predict the reaction product. The product is: [C:3]([C:8]1[O:51][C:50]([C:33]2[C:32]([NH2:31])=[N:37][CH:36]=[C:35]([C:38]3[CH:39]=[CH:40][C:41]([S:44]([CH:47]([CH3:49])[CH3:48])(=[O:45])=[O:46])=[CH:42][CH:43]=3)[N:34]=2)=[N:52][N:53]=1)#[CH:4]. (5) The product is: [O:1]1[CH2:7][CH:6]([C:8]2[C:16]3[S:15][C:14]([NH:17][C:18](=[O:26])[C:19]4[CH:24]=[CH:23][N:22]=[C:21]([N:33]([CH2:32][CH2:31][O:30][CH3:29])[CH3:34])[CH:20]=4)=[N:13][C:12]=3[C:11]([O:27][CH3:28])=[CH:10][CH:9]=2)[CH2:5][O:4][CH2:3][CH2:2]1. Given the reactants [O:1]1[CH2:7][CH:6]([C:8]2[C:16]3[S:15][C:14]([NH:17][C:18](=[O:26])[C:19]4[CH:24]=[CH:23][N:22]=[CH:21][C:20]=4Br)=[N:13][C:12]=3[C:11]([O:27][CH3:28])=[CH:10][CH:9]=2)[CH2:5][O:4][CH2:3][CH2:2]1.[CH3:29][O:30][CH2:31][CH2:32][NH:33][CH3:34].COCCNC1C=C(C=CN=1)C(NC1SC2C(N3CCOCC3)=CC=C(OC)C=2N=1)=O, predict the reaction product. (6) Given the reactants [Cl:1][C:2]1[CH:3]=[C:4]([N:10]2[CH:18]([CH:19]3[CH2:23][CH2:22][CH2:21][CH2:20]3)[CH:17]3[C:12]([C:13]4[CH:27]=[CH:26][C:25]([C:28]([OH:30])=[O:29])=[CH:24][C:14]=4[CH2:15][CH2:16]3)=[N:11]2)[CH:5]=[CH:6][C:7]=1[C:8]#[N:9].[CH:31]1(O)[CH2:36][CH2:35][CH2:34][CH2:33][CH2:32]1, predict the reaction product. The product is: [Cl:1][C:2]1[CH:3]=[C:4]([N:10]2[CH:18]([CH:19]3[CH2:20][CH2:21][CH2:22][CH2:23]3)[CH:17]3[C:12]([C:13]4[CH:27]=[CH:26][C:25]([C:28]([O:30][CH:31]5[CH2:36][CH2:35][CH2:34][CH2:33][CH2:32]5)=[O:29])=[CH:24][C:14]=4[CH2:15][CH2:16]3)=[N:11]2)[CH:5]=[CH:6][C:7]=1[C:8]#[N:9].